Dataset: Catalyst prediction with 721,799 reactions and 888 catalyst types from USPTO. Task: Predict which catalyst facilitates the given reaction. (1) Reactant: S(=O)(=O)(O)O.[CH2:6]([O:13][N:14]=[C:15]1[CH2:20][NH:19][C@H:18]([C:21]#[N:22])[CH2:17][CH2:16]1)[C:7]1[CH:12]=[CH:11][CH:10]=[CH:9][CH:8]=1.C(O[BH-](OC(=O)C)OC(=O)C)(=O)C.[Na+].C(=O)([O-])O.[K+]. Product: [CH2:6]([O:13][NH:14][CH:15]1[CH2:20][NH:19][C@H:18]([C:21]#[N:22])[CH2:17][CH2:16]1)[C:7]1[CH:12]=[CH:11][CH:10]=[CH:9][CH:8]=1. The catalyst class is: 13. (2) Reactant: [F:1][C:2]1[CH:22]=[CH:21][CH:20]=[C:19]([F:23])[C:3]=1[CH2:4][O:5][C:6]1[C:7]2[N:8]([C:12]([C:16]([OH:18])=O)=[C:13]([CH3:15])[N:14]=2)[CH:9]=[CH:10][CH:11]=1.F[B-](F)(F)F.N1(O[C+](N(C)C)N(C)C)C2C=CC=CC=2N=N1.CN1CCOCC1.[CH3:53][C:54]([NH2:58])([CH3:57])[CH2:55][NH2:56]. Product: [NH2:58][C:54]([CH3:57])([CH3:53])[CH2:55][NH:56][C:16]([C:12]1[N:8]2[CH:9]=[CH:10][CH:11]=[C:6]([O:5][CH2:4][C:3]3[C:19]([F:23])=[CH:20][CH:21]=[CH:22][C:2]=3[F:1])[C:7]2=[N:14][C:13]=1[CH3:15])=[O:18]. The catalyst class is: 3.